From a dataset of Full USPTO retrosynthesis dataset with 1.9M reactions from patents (1976-2016). Predict the reactants needed to synthesize the given product. (1) Given the product [CH3:14][C:13]1[N:7]2[CH:6]=[C:5]([C:8]([O:10][CH3:11])=[O:9])[CH:4]=[CH:3][C:2]2=[N:1][C:15]=1[CH:16]([CH3:18])[CH3:17], predict the reactants needed to synthesize it. The reactants are: [NH2:1][C:2]1[N:7]=[CH:6][C:5]([C:8]([O:10][CH3:11])=[O:9])=[CH:4][CH:3]=1.Br[CH:13]([C:15](=O)[CH:16]([CH3:18])[CH3:17])[CH3:14].CCN(C(C)C)C(C)C. (2) Given the product [N:19]1([C:2]2[CH:3]=[CH:4][C:5]3[N:6]([C:8]([C:11]4[CH:12]=[C:13]([CH:16]=[CH:17][CH:18]=4)[C:14]#[N:15])=[N:9][N:10]=3)[N:7]=2)[CH2:24][CH2:23][CH2:22][CH2:21][CH2:20]1, predict the reactants needed to synthesize it. The reactants are: Cl[C:2]1[CH:3]=[CH:4][C:5]2[N:6]([C:8]([C:11]3[CH:12]=[C:13]([CH:16]=[CH:17][CH:18]=3)[C:14]#[N:15])=[N:9][N:10]=2)[N:7]=1.[NH:19]1[CH2:24][CH2:23][CH2:22][CH2:21][CH2:20]1.